This data is from Tyrosyl-DNA phosphodiesterase HTS with 341,365 compounds. The task is: Binary Classification. Given a drug SMILES string, predict its activity (active/inactive) in a high-throughput screening assay against a specified biological target. (1) The drug is Clc1ccc(N2C(=O)C(/NC2=O)=C\c2n(c3cc(ccc3)C(O)=O)ccc2)cc1. The result is 1 (active). (2) The drug is O1C2(OCC1)CCN(CC2)C(=O)CCn1nc(ccc1=O)c1ccc(cc1)C. The result is 0 (inactive).